Dataset: Full USPTO retrosynthesis dataset with 1.9M reactions from patents (1976-2016). Task: Predict the reactants needed to synthesize the given product. (1) Given the product [CH2:11]([O:10][C:8](=[O:9])[CH2:7][CH:2]1[CH2:3][O:4][CH2:5][CH2:6][N:1]1[C:25]([O:24][C:21]([CH3:23])([CH3:22])[CH3:20])=[O:26])[CH3:12], predict the reactants needed to synthesize it. The reactants are: [NH:1]1[CH2:6][CH2:5][O:4][CH2:3][CH:2]1[CH2:7][C:8]([O:10][CH2:11][CH3:12])=[O:9].C(N(CC)CC)C.[CH3:20][C:21]([O:24][C:25](O[C:25]([O:24][C:21]([CH3:23])([CH3:22])[CH3:20])=[O:26])=[O:26])([CH3:23])[CH3:22]. (2) The reactants are: [Si:1]([O:8][CH2:9][C@:10]1([CH3:38])[S:16][CH2:15][CH2:14][N:13]2[C:17]([C:20]3([C:23]4[CH:28]=[CH:27][C:26](B5OC(C)(C)C(C)(C)O5)=[CH:25][CH:24]=4)[CH2:22][CH2:21]3)=[N:18][N:19]=[C:12]2[CH2:11]1)([C:4]([CH3:7])([CH3:6])[CH3:5])([CH3:3])[CH3:2].Cl[C:40]1[N:45]=[CH:44][C:43]([CH3:46])=[CH:42][N:41]=1.C1(P(C2CCCCC2)C2CCCCC2)CCCCC1.P([O-])([O-])([O-])=O.[K+].[K+].[K+]. Given the product [Si:1]([O:8][CH2:9][C@:10]1([CH3:38])[S:16][CH2:15][CH2:14][N:13]2[C:17]([C:20]3([C:23]4[CH:28]=[CH:27][C:26]([C:40]5[N:45]=[CH:44][C:43]([CH3:46])=[CH:42][N:41]=5)=[CH:25][CH:24]=4)[CH2:22][CH2:21]3)=[N:18][N:19]=[C:12]2[CH2:11]1)([C:4]([CH3:5])([CH3:7])[CH3:6])([CH3:2])[CH3:3], predict the reactants needed to synthesize it. (3) Given the product [C:12]1([C:2]2([N:1]=[N:1][C:2]3[CH:7]=[CH:6][CH:5]=[CH:4][N:3]=3)[CH:7]=[CH:6][CH:5]=[CH:4][NH:3]2)[CH:17]=[CH:16][CH:15]=[CH:14][CH:13]=1, predict the reactants needed to synthesize it. The reactants are: [NH2:1][C:2]1[CH:7]=[CH:6][CH:5]=[CH:4][N:3]=1.[OH-].[Na+].N([C:12]1[CH:17]=[CH:16][CH:15]=[CH:14][CH:13]=1)=O. (4) Given the product [Si:49]([O:56][CH2:57][C@@H:58]([CH2:77][O:78][CH:79]([CH3:81])[CH3:80])[O:59][C:60]1[N:61]=[C:62]([S:67][CH2:68][C:69]2[CH:74]=[CH:73][CH:72]=[C:71]([F:75])[C:70]=2[F:76])[N:63]=[C:64]([NH:8][S:5]([C:42]2[N:63]=[CH:62][N:61]([CH3:60])[CH:37]=2)(=[O:6])=[O:7])[CH:65]=1)([C:52]([CH3:55])([CH3:54])[CH3:53])([CH3:51])[CH3:50], predict the reactants needed to synthesize it. The reactants are: N1([S:5]([NH2:8])(=[O:7])=[O:6])CCC1.C1(P([CH:37]2[CH2:42]CCCC2)C2C=CC=CC=2C2C(C(C)C)=CC(C(C)C)=CC=2C(C)C)CCCCC1.C(=O)([O-])[O-].[Cs+].[Cs+].[Si:49]([O:56][CH2:57][C@@H:58]([CH2:77][O:78][CH:79]([CH3:81])[CH3:80])[O:59][C:60]1[CH:65]=[C:64](Cl)[N:63]=[C:62]([S:67][CH2:68][C:69]2[CH:74]=[CH:73][CH:72]=[C:71]([F:75])[C:70]=2[F:76])[N:61]=1)([C:52]([CH3:55])([CH3:54])[CH3:53])([CH3:51])[CH3:50]. (5) The reactants are: Cl[C:2]1[CH:8]2[CH2:9][CH:5]([CH2:6][CH2:7]2)[C:4](=[O:10])[CH:3]=1.[CH3:11][O:12][CH2:13][CH2:14][O:15][CH2:16][C:17]1[N:25]=[C:24]([C:26]([F:29])([F:28])[F:27])[CH:23]=[CH:22][C:18]=1[C:19]([OH:21])=[O:20].C(N(C(C)C)CC)(C)C.C1(C)C=CC=CC=1. Given the product [CH3:11][O:12][CH2:13][CH2:14][O:15][CH2:16][C:17]1[C:18]([C:19]([O:21][C:2]2[CH:8]3[CH2:9][CH:5]([CH2:6][CH2:7]3)[C:4](=[O:10])[CH:3]=2)=[O:20])=[CH:22][CH:23]=[C:24]([C:26]([F:29])([F:27])[F:28])[N:25]=1, predict the reactants needed to synthesize it. (6) Given the product [CH2:1]([N:8]1[CH:12]=[CH:11][N:10]=[C:9]1[CH2:13][O:14][CH2:19][CH2:18][O:17][CH:16]=[CH2:15])[C:2]1[CH:3]=[CH:4][CH:5]=[CH:6][CH:7]=1, predict the reactants needed to synthesize it. The reactants are: [CH2:1]([N:8]1[CH:12]=[CH:11][N:10]=[C:9]1[CH2:13][OH:14])[C:2]1[CH:7]=[CH:6][CH:5]=[CH:4][CH:3]=1.[CH3:15][CH2:16][O:17][CH2:18][CH3:19]. (7) The reactants are: O.[NH:2]1[C:6]([C:7]([OH:9])=[O:8])=[CH:5][C:4]([C:10]([OH:12])=O)=[N:3]1.Cl.CN(C)CCCN=C=NCC.C1C=CC2N(O)N=NC=2C=1.Cl.[Cl:36][C:37]1[CH:38]=[C:39]([C:44]2[O:48][C:47]([CH2:49][CH2:50][NH2:51])=[CH:46][CH:45]=2)[CH:40]=[CH:41][C:42]=1[Cl:43]. Given the product [Cl:36][C:37]1[CH:38]=[C:39]([C:44]2[O:48][C:47]([CH2:49][CH2:50][NH:51][C:10]([C:4]3[NH:3][N:2]=[C:6]([C:7]([OH:9])=[O:8])[CH:5]=3)=[O:12])=[CH:46][CH:45]=2)[CH:40]=[CH:41][C:42]=1[Cl:43], predict the reactants needed to synthesize it.